This data is from Forward reaction prediction with 1.9M reactions from USPTO patents (1976-2016). The task is: Predict the product of the given reaction. (1) Given the reactants [Br:1][C:2]1[C:3]([NH:10][CH2:11][CH3:12])=[C:4]([NH2:9])[C:5]([Cl:8])=[N:6][CH:7]=1.C(Cl)CCl.[C:17]([CH2:19][C:20](O)=[O:21])#[N:18].CN1CCOCC1, predict the reaction product. The product is: [Br:1][C:2]1[C:3]([NH:10][CH2:11][CH3:12])=[C:4]([NH:9][C:20](=[O:21])[CH2:19][C:17]#[N:18])[C:5]([Cl:8])=[N:6][CH:7]=1. (2) Given the reactants [CH2:1]([O:3][C:4](=[O:23])[C:5]1[CH:10]=[C:9]([C:11]#[N:12])[C:8](Cl)=[N:7][C:6]=1[CH2:14][O:15][CH2:16][C:17]1[CH:22]=[CH:21][CH:20]=[CH:19][CH:18]=1)[CH3:2].[CH2:24]([S:31]([NH:34][C:35]([CH:37]1[CH2:42][CH2:41][NH:40][CH2:39][CH2:38]1)=[O:36])(=[O:33])=[O:32])[C:25]1[CH:30]=[CH:29][CH:28]=[CH:27][CH:26]=1.CCN(C(C)C)C(C)C.CCO, predict the reaction product. The product is: [CH2:1]([O:3][C:4](=[O:23])[C:5]1[CH:10]=[C:9]([C:11]#[N:12])[C:8]([N:40]2[CH2:41][CH2:42][CH:37]([C:35](=[O:36])[NH:34][S:31]([CH2:24][C:25]3[CH:30]=[CH:29][CH:28]=[CH:27][CH:26]=3)(=[O:33])=[O:32])[CH2:38][CH2:39]2)=[N:7][C:6]=1[CH2:14][O:15][CH2:16][C:17]1[CH:22]=[CH:21][CH:20]=[CH:19][CH:18]=1)[CH3:2].